Dataset: CYP2C19 inhibition data for predicting drug metabolism from PubChem BioAssay. Task: Regression/Classification. Given a drug SMILES string, predict its absorption, distribution, metabolism, or excretion properties. Task type varies by dataset: regression for continuous measurements (e.g., permeability, clearance, half-life) or binary classification for categorical outcomes (e.g., BBB penetration, CYP inhibition). Dataset: cyp2c19_veith. (1) The result is 0 (non-inhibitor). The compound is Cc1noc(C)c1-c1ccc2ncnc(N3CCOCC3)c2c1. (2) The molecule is COc1ccccc1CNc1nc(-c2ccccc2OC)nc2ccccc12. The result is 1 (inhibitor).